This data is from Reaction yield outcomes from USPTO patents with 853,638 reactions. The task is: Predict the reaction yield, written as a fraction of the theoretical maximum amount of product (1.0 means a 100% yield; for example, 0.34 means a 34% yield). The reactants are [CH3:1][NH:2][C:3]1[CH:8]=[CH:7][N:6]=[CH:5][C:4]=1[NH2:9].[CH2:10]([O:12][CH:13]([O:18][CH2:19][CH3:20])C(=N)OC)[CH3:11].Cl.[CH3:22]O. The product is [CH2:10]([O:12][CH:13]([O:18][CH2:19][CH3:20])[C:1]1[N:2]([CH3:22])[C:3]2[CH:8]=[CH:7][N:6]=[CH:5][C:4]=2[N:9]=1)[CH3:11]. The catalyst is O1CCOCC1. The yield is 0.420.